This data is from Forward reaction prediction with 1.9M reactions from USPTO patents (1976-2016). The task is: Predict the product of the given reaction. (1) Given the reactants [C:1]([C:4]1[CH:5]=[CH:6][C:7]2[O:8][CH2:9][CH2:10][C:11]3[CH:17]=[C:16]([C:18]4[N:22]([C:23]5[CH:28]=[CH:27][C:26]([F:29])=[CH:25][C:24]=5[F:30])[N:21]=[CH:20][N:19]=4)[S:15][C:12]=3[C:13]=2[N:14]=1)([OH:3])=O.[CH3:31][N:32]([CH3:35])[CH:33]=O.[CH:36]([N:39](CC)[CH:40](C)C)(C)C.F[P-](F)(F)(F)(F)F.C[N+](C)=C(N(C)C)ON1C2N=CC=CC=2N=N1.C(=O)(O)[O-].[Na+], predict the reaction product. The product is: [F:30][C:24]1[CH:25]=[C:26]([F:29])[CH:27]=[CH:28][C:23]=1[N:22]1[C:18]([C:16]2[S:15][C:12]3[C:13]4[N:14]=[C:4]([C:1]([N:39]5[CH2:40][CH2:33][N:32]([CH3:35])[CH2:31][CH2:36]5)=[O:3])[CH:5]=[CH:6][C:7]=4[O:8][CH2:9][CH2:10][C:11]=3[CH:17]=2)=[N:19][CH:20]=[N:21]1. (2) Given the reactants [Cl:1][C:2]1[C:3]([F:42])=[C:4]([C@@H:8]2[C@:12]([C:15]3[CH:20]=[CH:19][C:18]([Cl:21])=[CH:17][C:16]=3[F:22])([C:13]#[N:14])[C@H:11]([CH2:23][C:24]([CH3:27])([CH3:26])[CH3:25])[NH:10][C@H:9]2[C:28]([NH:30][C:31]2[CH:39]=[CH:38][C:34]([C:35]([OH:37])=[O:36])=[CH:33][C:32]=2[O:40][CH3:41])=[O:29])[CH:5]=[CH:6][CH:7]=1.[CH3:43][N:44]1[CH2:49][CH2:48][CH:47](O)[CH2:46][CH2:45]1, predict the reaction product. The product is: [CH3:43][N:44]1[CH2:49][CH2:48][CH:47]([O:36][C:35](=[O:37])[C:34]2[CH:38]=[CH:39][C:31]([NH:30][C:28]([C@H:9]3[C@H:8]([C:4]4[CH:5]=[CH:6][CH:7]=[C:2]([Cl:1])[C:3]=4[F:42])[C@:12]([C:15]4[CH:20]=[CH:19][C:18]([Cl:21])=[CH:17][C:16]=4[F:22])([C:13]#[N:14])[C@H:11]([CH2:23][C:24]([CH3:26])([CH3:27])[CH3:25])[NH:10]3)=[O:29])=[C:32]([O:40][CH3:41])[CH:33]=2)[CH2:46][CH2:45]1. (3) Given the reactants [CH:1]1[C:6](Br)=[CH:5][C:4]2[O:8][C:9]([F:12])([F:11])[O:10][C:3]=2[CH:2]=1.[Li]CCCC.CCCCCC.[B:24](OC(C)C)([O:29]C(C)C)[O:25]C(C)C, predict the reaction product. The product is: [F:11][C:9]1([F:12])[O:10][C:3]2[CH:2]=[CH:1][C:6]([B:24]([OH:29])[OH:25])=[CH:5][C:4]=2[O:8]1. (4) Given the reactants C([O:5][C:6](=[O:35])[C:7]1[CH:12]=[CH:11][C:10]([CH2:13][N:14]2[CH:23]=[C:22]([CH3:24])[C:21]3[C:16](=[CH:17][C:18]([C:25]#[C:26][CH2:27][C:28]4[CH:33]=[CH:32][CH:31]=[CH:30][CH:29]=4)=[CH:19][CH:20]=3)[C:15]2=[O:34])=[CH:9][CH:8]=1)(C)(C)C, predict the reaction product. The product is: [CH3:24][C:22]1[C:21]2[C:16](=[CH:17][C:18]([C:25]#[C:26][CH2:27][C:28]3[CH:33]=[CH:32][CH:31]=[CH:30][CH:29]=3)=[CH:19][CH:20]=2)[C:15](=[O:34])[N:14]([CH2:13][C:10]2[CH:9]=[CH:8][C:7]([C:6]([OH:35])=[O:5])=[CH:12][CH:11]=2)[CH:23]=1. (5) The product is: [CH3:23][C:22]([CH3:25])([CH3:24])[CH2:21][CH2:20][CH:12]1[CH2:11][CH:10]([CH2:9][OH:8])[CH2:15][CH2:14][N:13]1[C:16]([O:18][CH3:19])=[O:17]. Given the reactants [Si]([O:8][CH2:9][CH:10]1[CH2:15][CH2:14][N:13]([C:16]([O:18][CH3:19])=[O:17])[CH:12]([CH2:20][CH2:21][C:22]([CH3:25])([CH3:24])[CH3:23])[CH2:11]1)(C(C)(C)C)(C)C.CCCC[N+](CCCC)(CCCC)CCCC.[F-], predict the reaction product. (6) Given the reactants [Cl:1][C:2]([Cl:21])([Cl:20])[CH2:3][O:4][C:5]([N:7]1[CH2:15][C:14]2[C:9](=[CH:10][CH:11]=[C:12]([C:16](OC)=[O:17])[CH:13]=2)[CH2:8]1)=[O:6].CC(C[AlH]CC(C)C)C, predict the reaction product. The product is: [Cl:21][C:2]([Cl:1])([Cl:20])[CH2:3][O:4][C:5]([N:7]1[CH2:15][C:14]2[C:9](=[CH:10][CH:11]=[C:12]([CH2:16][OH:17])[CH:13]=2)[CH2:8]1)=[O:6].